From a dataset of Forward reaction prediction with 1.9M reactions from USPTO patents (1976-2016). Predict the product of the given reaction. Given the reactants C1(P(C2CCCCC2)C2C=CC=CC=2C2C(C(C)C)=CC(C(C)C)=CC=2C(C)C)CCCCC1.Cl[C:36]1[N:37]=[C:38]([NH:64][C@@H:65]([CH:67]2[CH2:70][CH2:69][CH2:68]2)[CH3:66])[C:39]2[N:44]([CH2:45][C:46]3[CH:51]=[CH:50][C:49]([C:52]([F:55])([F:54])[F:53])=[CH:48][CH:47]=3)[C:43]([C:56]3[CH:57]=[C:58]([CH3:62])[CH:59]=[CH:60][CH:61]=3)=[C:42]([CH3:63])[C:40]=2[N:41]=1.C[C:72]([N:74](C)C)=O, predict the reaction product. The product is: [CH:67]1([C@H:65]([NH:64][C:38]2[C:39]3[N:44]([CH2:45][C:46]4[CH:51]=[CH:50][C:49]([C:52]([F:53])([F:54])[F:55])=[CH:48][CH:47]=4)[C:43]([C:56]4[CH:57]=[C:58]([CH3:62])[CH:59]=[CH:60][CH:61]=4)=[C:42]([CH3:63])[C:40]=3[N:41]=[C:36]([C:72]#[N:74])[N:37]=2)[CH3:66])[CH2:68][CH2:69][CH2:70]1.